From a dataset of Full USPTO retrosynthesis dataset with 1.9M reactions from patents (1976-2016). Predict the reactants needed to synthesize the given product. (1) Given the product [O:14]1[C:6]2([CH2:7][CH2:8][CH2:9][CH2:10][CH:5]2[C:3]([O:2][CH3:1])=[O:4])[O:11][CH2:12][CH2:13]1, predict the reactants needed to synthesize it. The reactants are: [CH3:1][O:2][C:3]([CH:5]1[CH2:10][CH2:9][CH2:8][CH2:7][C:6]1=[O:11])=[O:4].[CH2:12](O)[CH2:13][OH:14].O.C1(C)C=CC(S(O)(=O)=O)=CC=1. (2) Given the product [CH2:15]([O:14][P:10]([CH:1]([P:2]([O:6][CH2:7][CH3:8])([O:3][CH2:4][CH3:5])=[O:9])[CH2:21][C:22]([O:24][C:25]([CH3:28])([CH3:27])[CH3:26])=[O:23])([O:11][CH2:12][CH3:13])=[O:17])[CH3:16], predict the reactants needed to synthesize it. The reactants are: [CH2:1]([P:10](=[O:17])([O:14][CH2:15][CH3:16])[O:11][CH2:12][CH3:13])[P:2](=[O:9])([O:6][CH2:7][CH3:8])[O:3][CH2:4][CH3:5].[H-].[Na+].Br[CH2:21][C:22]([O:24][C:25]([CH3:28])([CH3:27])[CH3:26])=[O:23]. (3) Given the product [N:57]1([S:61]([NH:64][C:7](=[O:9])[C:6]2[CH:10]=[C:2]([Cl:1])[C:3]([CH2:12][O:13][C:14]3[CH:15]=[N:16][C:17]([CH:21]4[CH2:23][CH2:22]4)=[C:18]([Cl:20])[CH:19]=3)=[CH:4][C:5]=2[F:11])(=[O:63])=[O:62])[CH2:60][CH2:59][CH2:58]1, predict the reactants needed to synthesize it. The reactants are: [Cl:1][C:2]1[C:3]([CH2:12][O:13][C:14]2[CH:15]=[N:16][C:17]([CH:21]3[CH2:23][CH2:22]3)=[C:18]([Cl:20])[CH:19]=2)=[CH:4][C:5]([F:11])=[C:6]([CH:10]=1)[C:7]([OH:9])=O.CN(C(ON1N=NC2C=CC=NC1=2)=[N+](C)C)C.F[P-](F)(F)(F)(F)F.C(N(CC)C(C)C)(C)C.[N:57]1([S:61]([NH2:64])(=[O:63])=[O:62])[CH2:60][CH2:59][CH2:58]1. (4) The reactants are: [C:1]([CH:3]=[CH:4][CH:5]1[CH2:9][CH2:8][N:7]([C:10]([O:12][CH2:13][C:14]2[CH:19]=[CH:18][CH:17]=[CH:16][CH:15]=2)=[O:11])[CH2:6]1)#[N:2].N12CCCN=C1CCCCC2.[NH:31]1[CH:35]=[C:34]([C:36]2[C:37]3[CH:44]=[CH:43][N:42]([CH2:45][O:46][CH2:47][CH2:48][Si:49]([CH3:52])([CH3:51])[CH3:50])[C:38]=3[N:39]=[CH:40][N:41]=2)[CH:33]=[N:32]1. Given the product [C:1]([CH2:3][CH:4]([CH:5]1[CH2:9][CH2:8][N:7]([C:10]([O:12][CH2:13][C:14]2[CH:15]=[CH:16][CH:17]=[CH:18][CH:19]=2)=[O:11])[CH2:6]1)[N:31]1[CH:35]=[C:34]([C:36]2[C:37]3[CH:44]=[CH:43][N:42]([CH2:45][O:46][CH2:47][CH2:48][Si:49]([CH3:52])([CH3:51])[CH3:50])[C:38]=3[N:39]=[CH:40][N:41]=2)[CH:33]=[N:32]1)#[N:2], predict the reactants needed to synthesize it. (5) Given the product [Cl:20][CH2:21][CH2:22][CH2:23][CH:24]([C:25]1[O:8][C:7]([C:6]2[CH:11]=[CH:12][C:13]([C:14]3[O:18][C:17]([CH3:19])=[N:16][CH:15]=3)=[C:4]([O:3][CH3:2])[CH:5]=2)=[N:9][N:10]=1)[C:28]1[CH:33]=[CH:32][C:31]([F:34])=[CH:30][C:29]=1[F:35], predict the reactants needed to synthesize it. The reactants are: Cl.[CH3:2][O:3][C:4]1[CH:5]=[C:6]([CH:11]=[CH:12][C:13]=1[C:14]1[O:18][C:17]([CH3:19])=[N:16][CH:15]=1)[C:7]([NH:9][NH2:10])=[O:8].[Cl:20][CH2:21][CH2:22][CH2:23][CH:24]([C:28]1[CH:33]=[CH:32][C:31]([F:34])=[CH:30][C:29]=1[F:35])[C:25](O)=O.C(N(CC)CC)C.P(C#N)(OCC)(OCC)=O.C(Cl)(Cl)(Cl)Cl.C1(P(C2C=CC=CC=2)C2C=CC=CC=2)C=CC=CC=1. (6) Given the product [CH3:19][N:18]1[C:17]2=[N:10][CH:9]=[C:8]([C:12]([O:14][CH3:15])=[O:13])[CH:7]=[C:6]2[CH:5]=[CH:20]1, predict the reactants needed to synthesize it. The reactants are: [H-].[Na+].N1C2[C:6](=[CH:7][C:8]([C:12]([OH:14])=[O:13])=[CH:9][N:10]=2)[CH:5]=C1.[CH3:15]I.[CH3:17][N:18]([CH:20]=O)[CH3:19]. (7) Given the product [C:6]1([C:4]([C:12]2[CH:17]=[CH:16][CH:15]=[CH:14][CH:13]=2)=[CH:1][CH2:2][CH2:3][Br:18])[CH:11]=[CH:10][CH:9]=[CH:8][CH:7]=1, predict the reactants needed to synthesize it. The reactants are: [CH:1]1([C:4]([C:12]2[CH:17]=[CH:16][CH:15]=[CH:14][CH:13]=2)([C:6]2[CH:11]=[CH:10][CH:9]=[CH:8][CH:7]=2)O)[CH2:3][CH2:2]1.[BrH:18]. (8) The reactants are: Cl[C:2]1[N:7]=[C:6]([NH:8][C:9]2[CH:18]=[CH:17][CH:16]=[CH:15][C:10]=2[C:11]([NH:13][CH3:14])=[O:12])[C:5]([Cl:19])=[CH:4][N:3]=1.[F:20][C:21]([F:37])([F:36])[CH2:22][NH:23][CH:24]1[CH2:30][CH2:29][C:28]2[CH:31]=[C:32]([NH2:35])[CH:33]=[CH:34][C:27]=2[CH2:26][CH2:25]1.CC1(C)[C@]2(CS(O)(=O)=O)C(C[C@H]1CC2)=O.C(=O)(O)[O-].[Na+]. Given the product [Cl:19][C:5]1[C:6]([NH:8][C:9]2[CH:18]=[CH:17][CH:16]=[CH:15][C:10]=2[C:11]([NH:13][CH3:14])=[O:12])=[N:7][C:2]([NH:35][C:32]2[CH:33]=[CH:34][C:27]3[CH2:26][CH2:25][CH:24]([NH:23][CH2:22][C:21]([F:20])([F:36])[F:37])[CH2:30][CH2:29][C:28]=3[CH:31]=2)=[N:3][CH:4]=1, predict the reactants needed to synthesize it.